Dataset: hERG channel blocking data for cardiac toxicity assessment. Task: Regression/Classification. Given a drug SMILES string, predict its toxicity properties. Task type varies by dataset: regression for continuous values (e.g., LD50, hERG inhibition percentage) or binary classification for toxic/non-toxic outcomes (e.g., AMES mutagenicity, cardiotoxicity, hepatotoxicity). Dataset: herg. (1) The compound is N#Cc1ccc(Cn2cncc2C[NH+](CCC[NH3+])[C@@H]2CCN(Cc3cccc(Cl)c3)C2=O)cc1. The result is 1 (blocker). (2) The drug is O=C1NC[C@@H](c2ccccc2)C12CCN([C@H]1CCCC[C@@]1(O)C1CCC(F)CC1)CC2. The result is 1 (blocker).